This data is from Reaction yield outcomes from USPTO patents with 853,638 reactions. The task is: Predict the reaction yield, written as a fraction of the theoretical maximum amount of product (1.0 means a 100% yield; for example, 0.34 means a 34% yield). (1) The reactants are C(C1C=CC([C:9]2[CH:14]=[C:13]([C:15](F)(F)F)[N:12]3[N:19]=[CH:20][C:21]([C:22]([O:24][CH2:25][CH3:26])=[O:23])=[C:11]3[N:10]=2)=CC=1)C.NC1C(C(OCC)=O)=CNN=1.[CH2:38]([C:40]1[CH:45]=[CH:44][C:43](C(=O)CC(=O)C)=[CH:42][CH:41]=1)[CH3:39]. No catalyst specified. The product is [CH2:38]([C:40]1[CH:45]=[CH:44][C:43]([C:13]2([CH3:15])[N:12]3[NH:19][CH:20]=[C:21]([C:22]([O:24][CH2:25][CH3:26])=[O:23])[C:11]3=[N:10][CH:9]=[CH:14]2)=[CH:42][CH:41]=1)[CH3:39]. The yield is 0.130. (2) The reactants are [H-].[H-].[H-].[H-].[Li+].[Al+3].[F:7][C:8]1([F:24])[CH2:12][N:11]([C:13](OC(C)(C)C)=O)[C@H:10]([C:20](OC)=[O:21])[CH2:9]1. The catalyst is C1COCC1. The product is [F:7][C:8]1([F:24])[CH2:12][N:11]([CH3:13])[C@H:10]([CH2:20][OH:21])[CH2:9]1. The yield is 0.220. (3) The reactants are [NH2:1][C:2]1[CH:3]=[C:4]([CH:9]=[CH:10][N:11]=1)[C:5]([O:7][CH3:8])=[O:6].[CH3:12][N:13](C(OC)OC)C.CO. The catalyst is CN(C=O)C. The product is [N:1]1[CH:12]=[N:13][N:11]2[CH:10]=[CH:9][C:4]([C:5]([O:7][CH3:8])=[O:6])=[CH:3][C:2]=12. The yield is 0.180.